Predict the product of the given reaction. From a dataset of Forward reaction prediction with 1.9M reactions from USPTO patents (1976-2016). (1) Given the reactants CO.[F:3][C:4]1[CH:9]=[CH:8][C:7]([F:10])=[CH:6][C:5]=1[C@H:11]1[CH2:15][CH2:14][CH2:13][N:12]1[C:16]1[CH:21]=[CH:20][N:19]2[N:22]=[CH:23][C:24]([NH:25][C:26]([N:28]3[CH2:31][C:30]([OH:33])([CH3:32])[CH2:29]3)=[O:27])=[C:18]2[N:17]=1.[ClH:34], predict the reaction product. The product is: [ClH:34].[F:3][C:4]1[CH:9]=[CH:8][C:7]([F:10])=[CH:6][C:5]=1[C@H:11]1[CH2:15][CH2:14][CH2:13][N:12]1[C:16]1[CH:21]=[CH:20][N:19]2[N:22]=[CH:23][C:24]([NH:25][C:26]([N:28]3[CH2:31][C:30]([OH:33])([CH3:32])[CH2:29]3)=[O:27])=[C:18]2[N:17]=1. (2) Given the reactants [Cl:1][C:2]1[CH:29]=[C:28]([N:30]2[CH2:34][CH2:33][CH2:32][CH2:31]2)[CH:27]=[CH:26][C:3]=1[C:4]([NH:6][C:7]1[CH:25]=[CH:24][CH:23]=[CH:22][C:8]=1[CH2:9][N:10]([C@H:18]([CH3:21])[CH2:19][OH:20])[C:11](=[O:17])[O:12][C:13]([CH3:16])([CH3:15])[CH3:14])=[O:5].C(N(CC)CC)C.[CH3:42][S:43](Cl)(=[O:45])=[O:44].O, predict the reaction product. The product is: [CH3:42][S:43]([O:20][CH2:19][C@H:18]([N:10]([C:11]([O:12][C:13]([CH3:15])([CH3:16])[CH3:14])=[O:17])[CH2:9][C:8]1[CH:22]=[CH:23][CH:24]=[CH:25][C:7]=1[NH:6][C:4](=[O:5])[C:3]1[CH:26]=[CH:27][C:28]([N:30]2[CH2:31][CH2:32][CH2:33][CH2:34]2)=[CH:29][C:2]=1[Cl:1])[CH3:21])(=[O:45])=[O:44].